This data is from NCI-60 drug combinations with 297,098 pairs across 59 cell lines. The task is: Regression. Given two drug SMILES strings and cell line genomic features, predict the synergy score measuring deviation from expected non-interaction effect. (1) Synergy scores: CSS=9.12, Synergy_ZIP=-4.35, Synergy_Bliss=-3.44, Synergy_Loewe=-5.94, Synergy_HSA=-0.927. Drug 2: C(=O)(N)NO. Drug 1: CCC(=C(C1=CC=CC=C1)C2=CC=C(C=C2)OCCN(C)C)C3=CC=CC=C3.C(C(=O)O)C(CC(=O)O)(C(=O)O)O. Cell line: MOLT-4. (2) Drug 1: CC(C1=C(C=CC(=C1Cl)F)Cl)OC2=C(N=CC(=C2)C3=CN(N=C3)C4CCNCC4)N. Drug 2: CC1C(C(CC(O1)OC2CC(CC3=C2C(=C4C(=C3O)C(=O)C5=C(C4=O)C(=CC=C5)OC)O)(C(=O)C)O)N)O.Cl. Cell line: HL-60(TB). Synergy scores: CSS=34.2, Synergy_ZIP=0.401, Synergy_Bliss=5.03, Synergy_Loewe=-21.1, Synergy_HSA=2.13.